The task is: Regression. Given a peptide amino acid sequence and an MHC pseudo amino acid sequence, predict their binding affinity value. This is MHC class II binding data.. This data is from Peptide-MHC class II binding affinity with 134,281 pairs from IEDB. (1) The peptide sequence is SDYVYQPFPKTVWEQ. The binding affinity (normalized) is 0.522. The MHC is DRB1_0901 with pseudo-sequence DRB1_0901. (2) The peptide sequence is IGSFFYFPSIGMQRT. The MHC is HLA-DQA10401-DQB10402 with pseudo-sequence HLA-DQA10401-DQB10402. The binding affinity (normalized) is 0.177. (3) The peptide sequence is AYESYKFIPALEAAVKQAYAATVAAA. The MHC is HLA-DPA10103-DPB10301 with pseudo-sequence HLA-DPA10103-DPB10301. The binding affinity (normalized) is 0.867. (4) The peptide sequence is EHRWREIYNMVKFRM. The MHC is HLA-DQA10301-DQB10302 with pseudo-sequence HLA-DQA10301-DQB10302. The binding affinity (normalized) is 0.179. (5) The peptide sequence is QGEPGRVIRGKKGAG. The MHC is DRB1_0301 with pseudo-sequence DRB1_0301. The binding affinity (normalized) is 0.0169. (6) The binding affinity (normalized) is 0.517. The MHC is HLA-DQA10201-DQB10402 with pseudo-sequence HLA-DQA10201-DQB10402. The peptide sequence is AVSGDDCVVRPIDDR.